From a dataset of Forward reaction prediction with 1.9M reactions from USPTO patents (1976-2016). Predict the product of the given reaction. (1) Given the reactants [CH2:1]([N:3]1[C:12]2[C:7](=[CH:8][C:9]([NH:13][C:14](=[O:22])[CH2:15][CH:16]([CH3:21])[CH2:17][C:18](O)=[O:19])=[CH:10][CH:11]=2)[C:6](=[O:23])[N:5]([CH2:24][CH3:25])[C:4]1=[O:26])[CH3:2].CSC.B.O, predict the reaction product. The product is: [CH2:1]([N:3]1[C:12]2[C:7](=[CH:8][C:9]([NH:13][C:14](=[O:22])[CH2:15][CH:16]([CH3:21])[CH2:17][CH2:18][OH:19])=[CH:10][CH:11]=2)[C:6](=[O:23])[N:5]([CH2:24][CH3:25])[C:4]1=[O:26])[CH3:2]. (2) Given the reactants [CH:1]([C:4]1[N:9]=[C:8]([CH:10]=[O:11])[CH:7]=[CH:6][N:5]=1)([CH3:3])[CH3:2].[CH:12]([O-])=O.[NH4+:15], predict the reaction product. The product is: [NH2:15][CH2:12][CH:10]([C:8]1[CH:7]=[CH:6][N:5]=[C:4]([CH:1]([CH3:3])[CH3:2])[N:9]=1)[OH:11]. (3) Given the reactants Cl[C:2]1[N:3]=[CH:4][CH:5]=[C:6]2[C:11]=1[N:10]=[CH:9][CH:8]=[CH:7]2.[NH2:12][C:13]1[CH:18]=[CH:17][CH:16]=[C:15]([CH3:19])[N:14]=1.C1(P(C2C=CC=CC=2)C2C3OC4C(=CC=CC=4P(C4C=CC=CC=4)C4C=CC=CC=4)C(C)(C)C=3C=CC=2)C=CC=CC=1.C(=O)([O-])[O-].[Cs+].[Cs+], predict the reaction product. The product is: [CH3:19][C:15]1[N:14]=[C:13]([NH:12][C:2]2[N:3]=[CH:4][CH:5]=[C:6]3[C:11]=2[N:10]=[CH:9][CH:8]=[CH:7]3)[CH:18]=[CH:17][CH:16]=1. (4) Given the reactants [CH2:1]([O:3][C:4](=[O:15])[CH2:5][C:6]([C:8]1[CH:13]=[CH:12][CH:11]=[CH:10][C:9]=1[Cl:14])=[O:7])[CH3:2].S(Cl)([Cl:19])(=O)=O, predict the reaction product. The product is: [Cl:19][CH:5]([C:6]([C:8]1[CH:13]=[CH:12][CH:11]=[CH:10][C:9]=1[Cl:14])=[O:7])[C:4]([O:3][CH2:1][CH3:2])=[O:15]. (5) The product is: [C:31]([O:35][C:36](=[O:45])[NH:37][CH:38]1[CH2:39][CH2:40][CH:41]([N:8]2[CH2:9][CH:10]([NH:12][C:13](=[O:30])[CH2:14][NH:15][C:16]3[C:24]4[C:19](=[CH:20][CH:21]=[C:22]([C:25]([F:27])([F:26])[F:28])[CH:23]=4)[N:18]([CH3:29])[N:17]=3)[CH2:11]2)[CH2:42][CH2:43]1)([CH3:34])([CH3:32])[CH3:33]. Given the reactants OC(C(F)(F)F)=O.[NH:8]1[CH2:11][CH:10]([NH:12][C:13](=[O:30])[CH2:14][NH:15][C:16]2[C:24]3[C:19](=[CH:20][CH:21]=[C:22]([C:25]([F:28])([F:27])[F:26])[CH:23]=3)[N:18]([CH3:29])[N:17]=2)[CH2:9]1.[C:31]([O:35][C:36](=[O:45])[NH:37][CH:38]1[CH2:43][CH2:42][C:41](=O)[CH2:40][CH2:39]1)([CH3:34])([CH3:33])[CH3:32], predict the reaction product. (6) Given the reactants [N+:1]([C:4]1[CH:14]=[CH:13][CH:12]=[CH:11][C:5]=1[O:6][CH2:7][C@@H:8]1[CH2:10][O:9]1)([O-])=O.[H][H].[C:17](OC(=O)C)(=[O:19])[CH3:18].C(N(C(C)C)C(C)C)C, predict the reaction product. The product is: [O:9]1[CH2:10][C@H:8]1[CH2:7][O:6][C:5]1[CH:11]=[CH:12][CH:13]=[CH:14][C:4]=1[NH:1][C:17](=[O:19])[CH3:18]. (7) Given the reactants [C:1]([NH:5][C:6]([C:8]1[S:12][C:11]2[CH2:13][CH2:14][CH2:15][CH2:16][C:10]=2[CH:9]=1)=[O:7])([CH3:4])([CH3:3])[CH3:2].[Li]CCCC.C[N:23]([CH:25]=O)C.[NH2:27]N.O, predict the reaction product. The product is: [C:1]([NH:5][C:6]([C:8]1[S:12][C:11]2[CH2:13][CH2:14][CH2:15][CH2:16][C:10]=2[C:9]=1[CH2:25][N:23]=[NH:27])=[O:7])([CH3:4])([CH3:2])[CH3:3]. (8) Given the reactants [CH3:1][O:2][C:3]([N:5]1[CH2:10][CH2:9][NH:8][CH2:7][CH:6]1[C:11]([OH:13])=[O:12])=[O:4].Cl, predict the reaction product. The product is: [CH3:1][O:2][C:3]([N:5]1[CH2:10][CH2:9][NH:8][CH2:7][C@H:6]1[C:11]([OH:13])=[O:12])=[O:4].